Task: Predict the product of the given reaction.. Dataset: Forward reaction prediction with 1.9M reactions from USPTO patents (1976-2016) (1) Given the reactants [BH4-].[Li+].[Si:3]([O:20][C@H:21]([CH3:39])[C@H:22]([NH:32][CH2:33][C:34](OCC)=[O:35])[C:23]1[CH:28]=[C:27]([F:29])[C:26]([F:30])=[C:25]([F:31])[CH:24]=1)([C:16]([CH3:19])([CH3:18])[CH3:17])([C:10]1[CH:15]=[CH:14][CH:13]=[CH:12][CH:11]=1)[C:4]1[CH:9]=[CH:8][CH:7]=[CH:6][CH:5]=1.S([O-])([O-])(=O)=O.[Na+].[Na+], predict the reaction product. The product is: [Si:3]([O:20][C@H:21]([CH3:39])[C@H:22]([NH:32][CH2:33][CH2:34][OH:35])[C:23]1[CH:28]=[C:27]([F:29])[C:26]([F:30])=[C:25]([F:31])[CH:24]=1)([C:16]([CH3:18])([CH3:19])[CH3:17])([C:4]1[CH:9]=[CH:8][CH:7]=[CH:6][CH:5]=1)[C:10]1[CH:15]=[CH:14][CH:13]=[CH:12][CH:11]=1. (2) Given the reactants Br[C:2]1[CH:7]=[CH:6][C:5]([CH2:8][C@@H:9]([NH:39][C:40]([C:42]2[C:46]3[N:47]=[CH:48][N:49]=[C:50]([C:51]4[C:59]5[O:58][CH2:57][O:56][C:55]=5[CH:54]=[CH:53][C:52]=4[O:60][CH2:61][CH:62]4[CH2:64][CH2:63]4)[C:45]=3[NH:44][CH:43]=2)=[O:41])[C:10]([N:12]2[CH2:17][CH2:16][CH:15]([N:18]3[N:27]=[C:26]([C:28]4[CH:33]=[CH:32][C:31]([O:34][CH3:35])=[C:30]([O:36][CH3:37])[CH:29]=4)[C@@H:25]4[C@@H:20]([CH2:21][CH2:22][CH2:23][CH2:24]4)[C:19]3=[O:38])[CH2:14][CH2:13]2)=[O:11])=[CH:4][CH:3]=1.[NH:65]1[CH2:69][CH2:68][CH2:67][C:66]1=[O:70].CC1(C)C2C(=C(P(C3C=CC=CC=3)C3C=CC=CC=3)C=CC=2)OC2C(P(C3C=CC=CC=3)C3C=CC=CC=3)=CC=CC1=2.C([O-])([O-])=O.[Cs+].[Cs+], predict the reaction product. The product is: [CH:62]1([CH2:61][O:60][C:52]2[CH:53]=[CH:54][C:55]3[O:56][CH2:57][O:58][C:59]=3[C:51]=2[C:50]2[C:45]3[NH:44][CH:43]=[C:42]([C:40]([NH:39][C@H:9]([CH2:8][C:5]4[CH:6]=[CH:7][C:2]([N:65]5[CH2:69][CH2:68][CH2:67][C:66]5=[O:70])=[CH:3][CH:4]=4)[C:10]([N:12]4[CH2:17][CH2:16][CH:15]([N:18]5[N:27]=[C:26]([C:28]6[CH:33]=[CH:32][C:31]([O:34][CH3:35])=[C:30]([O:36][CH3:37])[CH:29]=6)[C@@H:25]6[C@@H:20]([CH2:21][CH2:22][CH2:23][CH2:24]6)[C:19]5=[O:38])[CH2:14][CH2:13]4)=[O:11])=[O:41])[C:46]=3[N:47]=[CH:48][N:49]=2)[CH2:64][CH2:63]1. (3) Given the reactants [NH2:1][C:2]1[CH:3]=[C:4]([C:8]2[CH:13]=[CH:12][C:11]([O:14]CC3C=CC=CC=3)=[C:10]([N:22]3[S:26](=[O:28])(=[O:27])[NH:25][C:24](=[O:29])[CH2:23]3)[CH:9]=2)[CH:5]=[CH:6][CH:7]=1, predict the reaction product. The product is: [NH2:1][C:2]1[CH:3]=[C:4]([C:8]2[CH:13]=[CH:12][C:11]([OH:14])=[C:10]([N:22]3[S:26](=[O:28])(=[O:27])[NH:25][C:24](=[O:29])[CH2:23]3)[CH:9]=2)[CH:5]=[CH:6][CH:7]=1. (4) Given the reactants [CH2:1]([C:8]([CH2:14][C:15]1[CH:20]=[CH:19][CH:18]=[CH:17][CH:16]=1)([CH2:11][O:12][CH3:13])[CH2:9][OH:10])[C:2]1[CH:7]=[CH:6][CH:5]=[CH:4][CH:3]=1.N1C=CN=C1.C(N(CC)CC)C.[Si:33](Cl)([C:36]([CH3:39])([CH3:38])[CH3:37])([CH3:35])[CH3:34], predict the reaction product. The product is: [CH2:14]([C:8]([CH2:1][C:2]1[CH:3]=[CH:4][CH:5]=[CH:6][CH:7]=1)([CH2:9][O:10][Si:33]([C:36]([CH3:39])([CH3:38])[CH3:37])([CH3:35])[CH3:34])[CH2:11][O:12][CH3:13])[C:15]1[CH:20]=[CH:19][CH:18]=[CH:17][CH:16]=1. (5) Given the reactants [Cl:1][C:2]1[C:7]([N:8]2[CH2:13][CH2:12][N:11](C(C3C(C4C=CC=CC=4OC)=NOC=3C)=O)[CH2:10][CH2:9]2)=[CH:6][C:5]([NH:30][C:31](=[O:43])[C:32]2[CH:37]=[CH:36][C:35]([NH:38][S:39]([CH3:42])(=[O:41])=[O:40])=[CH:34][CH:33]=2)=[C:4]([N+:44]([O-:46])=[O:45])[CH:3]=1.B(Br)(Br)Br.FC(F)(F)C(O)=O, predict the reaction product. The product is: [Cl:1][C:2]1[C:7]([N:8]2[CH2:9][CH2:10][NH:11][CH2:12][CH2:13]2)=[CH:6][C:5]([NH:30][C:31](=[O:43])[C:32]2[CH:33]=[CH:34][C:35]([NH:38][S:39]([CH3:42])(=[O:41])=[O:40])=[CH:36][CH:37]=2)=[C:4]([N+:44]([O-:46])=[O:45])[CH:3]=1. (6) The product is: [C:1]1([C:7]([C:17]2[CH:22]=[CH:21][C:20]([CH:23]=[CH:24][C:25]([NH:34][S:31]([CH:28]([CH3:30])[CH3:29])(=[O:33])=[O:32])=[O:26])=[CH:19][CH:18]=2)=[C:8]([C:11]2[CH:16]=[CH:15][CH:14]=[CH:13][CH:12]=2)[CH2:9][CH3:10])[CH:2]=[CH:3][CH:4]=[CH:5][CH:6]=1. Given the reactants [C:1]1(/[C:7](/[C:17]2[CH:22]=[CH:21][C:20]([CH:23]=[CH:24][C:25](O)=[O:26])=[CH:19][CH:18]=2)=[C:8](/[C:11]2[CH:16]=[CH:15][CH:14]=[CH:13][CH:12]=2)\[CH2:9][CH3:10])[CH:6]=[CH:5][CH:4]=[CH:3][CH:2]=1.[CH:28]([S:31]([NH2:34])(=[O:33])=[O:32])([CH3:30])[CH3:29], predict the reaction product.